This data is from Catalyst prediction with 721,799 reactions and 888 catalyst types from USPTO. The task is: Predict which catalyst facilitates the given reaction. (1) Reactant: FC(F)(F)C(O)=O.[CH:8]([NH:11][C:12](=[O:40])[CH2:13][NH:14][C:15]([C:17]1[CH:18]=[C:19]([N:26]2[CH2:31][C@@H:30]3[CH2:32][C@H:27]2[CH2:28][N:29]3C(OC(C)(C)C)=O)[CH:20]=[CH:21][C:22]=1[N+:23]([O-:25])=[O:24])=[O:16])([CH3:10])[CH3:9]. Product: [C@H:27]12[CH2:32][C@H:30]([NH:29][CH2:28]1)[CH2:31][N:26]2[C:19]1[CH:20]=[CH:21][C:22]([N+:23]([O-:25])=[O:24])=[C:17]([CH:18]=1)[C:15]([NH:14][CH2:13][C:12]([NH:11][CH:8]([CH3:10])[CH3:9])=[O:40])=[O:16]. The catalyst class is: 4. (2) Reactant: [CH3:1][O:2][C:3](=[O:12])[C:4]1[CH:9]=[C:8]([F:10])[CH:7]=[CH:6][C:5]=1[NH2:11].[Br:13][C:14]1[CH:15]=[C:16]([CH:19]=[CH:20][CH:21]=1)[CH:17]=O.[CH2:22]=[C:23]([CH3:25])[CH3:24].FC(F)(F)S([O-])(=O)=O.[Yb+3].FC(F)(F)S([O-])(=O)=O.FC(F)(F)S([O-])(=O)=O. Product: [CH3:1][O:2][C:3]([C:4]1[CH:9]=[C:8]([F:10])[CH:7]=[C:6]2[C:5]=1[NH:11][CH:17]([C:16]1[CH:19]=[CH:20][CH:21]=[C:14]([Br:13])[CH:15]=1)[CH2:22][C:23]2([CH3:25])[CH3:24])=[O:12]. The catalyst class is: 115. (3) Reactant: [Cl:1][C:2]1[N:7]=[C:6]([NH:8][C@H:9]([CH3:12])[CH2:10][OH:11])[CH:5]=[C:4]([Cl:13])[N:3]=1.[CH3:14][S:15](Cl)(=[O:17])=[O:16]. Product: [CH3:14][S:15]([O:11][CH2:10][C@H:9]([NH:8][C:6]1[CH:5]=[C:4]([Cl:13])[N:3]=[C:2]([Cl:1])[N:7]=1)[CH3:12])(=[O:17])=[O:16]. The catalyst class is: 7. (4) Reactant: [CH3:1][C:2]1[CH:16]=[C:15]([C:17](=[N:25][O:26][CH2:27][C:28]2[CH:33]=[CH:32][C:31]([C:34]([F:37])([F:36])[F:35])=[CH:30][CH:29]=2)[CH2:18][C:19]2[CH:24]=[CH:23][CH:22]=[CH:21][CH:20]=2)[CH:14]=[CH:13][C:3]=1[O:4][CH2:5][C:6]([NH:8][CH2:9][C:10](O)=[O:11])=[O:7].[NH:38]1[CH2:43][CH2:42][O:41][CH2:40][CH2:39]1.C1C=CC2N(O)N=NC=2C=1.CCN=C=NCCCN(C)C.C(N1CCOCC1)C. Product: [CH3:1][C:2]1[CH:16]=[C:15]([C:17](=[N:25][O:26][CH2:27][C:28]2[CH:33]=[CH:32][C:31]([C:34]([F:35])([F:37])[F:36])=[CH:30][CH:29]=2)[CH2:18][C:19]2[CH:24]=[CH:23][CH:22]=[CH:21][CH:20]=2)[CH:14]=[CH:13][C:3]=1[O:4][CH2:5][C:6]([NH:8][CH2:9][C:10]([N:38]1[CH2:43][CH2:42][O:41][CH2:40][CH2:39]1)=[O:11])=[O:7]. The catalyst class is: 3.